This data is from Forward reaction prediction with 1.9M reactions from USPTO patents (1976-2016). The task is: Predict the product of the given reaction. (1) Given the reactants [Cl:1][C:2]1[CH:7]=[CH:6][CH:5]=[C:4]([Cl:8])[C:3]=1[C:9]1[CH:18]=[CH:17][C:16]2[C:11](=[CH:12][CH:13]=[C:14]([CH2:19][CH:20]([NH:25][C:26]3[C:29](=[O:30])[C:28](=[O:31])[C:27]=3OC(C)C)[C:21]([O:23][CH3:24])=[O:22])[CH:15]=2)[N:10]=1.[CH2:36]([NH2:39])[CH2:37][CH3:38].CN(C=O)C, predict the reaction product. The product is: [Cl:8][C:4]1[CH:5]=[CH:6][CH:7]=[C:2]([Cl:1])[C:3]=1[C:9]1[CH:18]=[CH:17][C:16]2[C:11](=[CH:12][CH:13]=[C:14]([CH2:19][CH:20]([NH:25][C:26]3[C:29](=[O:30])[C:28](=[O:31])[C:27]=3[NH:39][CH2:36][CH2:37][CH3:38])[C:21]([O:23][CH3:24])=[O:22])[CH:15]=2)[N:10]=1. (2) Given the reactants Br[C:2]1[CH:7]=[CH:6][C:5]([F:8])=[CH:4][CH:3]=1.[Cl:9][C:10]1[CH:17]=[CH:16][C:13]([CH:14]=[O:15])=[CH:12][CH:11]=1.FC1C=CC(C(C2C=CC(C(F)(F)F)=CC=2)O)=CC=1, predict the reaction product. The product is: [Cl:9][C:10]1[CH:17]=[CH:16][C:13]([CH:14]([C:2]2[CH:7]=[CH:6][C:5]([F:8])=[CH:4][CH:3]=2)[OH:15])=[CH:12][CH:11]=1.